This data is from Reaction yield outcomes from USPTO patents with 853,638 reactions. The task is: Predict the reaction yield, written as a fraction of the theoretical maximum amount of product (1.0 means a 100% yield; for example, 0.34 means a 34% yield). The reactants are [NH:1]1[C@@H:5]([C:6]([OH:8])=[O:7])[CH2:4][C@H:3]2[CH2:9][CH2:10][CH2:11][C@@H:2]12.C(=O)(O)[O-].[Na+].Cl[C:18]([O:20][CH2:21][C:22]1[CH:27]=[CH:26][CH:25]=[CH:24][CH:23]=1)=[O:19]. The catalyst is O.C1(C)C=CC=CC=1. The product is [CH2:21]([O:20][C:18]([N:1]1[C@@H:5]([C:6]([OH:8])=[O:7])[CH2:4][C@H:3]2[CH2:9][CH2:10][CH2:11][C@@H:2]12)=[O:19])[C:22]1[CH:27]=[CH:26][CH:25]=[CH:24][CH:23]=1. The yield is 0.760.